From a dataset of Reaction yield outcomes from USPTO patents with 853,638 reactions. Predict the reaction yield, written as a fraction of the theoretical maximum amount of product (1.0 means a 100% yield; for example, 0.34 means a 34% yield). (1) The reactants are [NH2:1][C:2]1[CH:7]=[CH:6][C:5]([C:8]2[CH:13]=[CH:12][CH:11]=[C:10]([Cl:14])[CH:9]=2)=[CH:4][C:3]=1[CH:15]([OH:17])[CH3:16].Cl[C:19](Cl)([O:21]C(=O)OC(Cl)(Cl)Cl)Cl. The catalyst is C1COCC1. The product is [Cl:14][C:10]1[CH:9]=[C:8]([C:5]2[CH:6]=[CH:7][C:2]3[NH:1][C:19](=[O:21])[O:17][CH:15]([CH3:16])[C:3]=3[CH:4]=2)[CH:13]=[CH:12][CH:11]=1. The yield is 0.910. (2) The product is [CH3:9][C:10]1[C:11]([C:16]2[C:17]([CH3:24])=[CH:18][C:19]([CH3:23])=[CH:20][C:21]=2[CH3:22])=[C:12]2[NH:15][C:3]([CH3:5])=[CH:2][C:1](=[O:7])[N:13]2[N:14]=1. The catalyst is C(O)(=O)C. The reactants are [C:1]([O:7]C)(=O)[CH2:2][C:3]([CH3:5])=O.[CH3:9][C:10]1[C:11]([C:16]2[C:21]([CH3:22])=[CH:20][C:19]([CH3:23])=[CH:18][C:17]=2[CH3:24])=[C:12]([NH2:15])[NH:13][N:14]=1. The yield is 0.655. (3) The catalyst is CN1C(=O)CCC1. The reactants are [Cl:1][C:2]1[CH:3]=[N:4][CH:5]=[C:6]([Cl:9])[C:7]=1Cl.[NH:10]1[CH2:15][CH2:14][CH:13]([CH2:16][OH:17])[CH2:12][CH2:11]1.C(N(CC)CC)C. The yield is 0.710. The product is [Cl:9][C:6]1[CH:5]=[N:4][CH:3]=[C:2]([Cl:1])[C:7]=1[N:10]1[CH2:15][CH2:14][CH:13]([CH2:16][OH:17])[CH2:12][CH2:11]1. (4) The reactants are [CH3:1][O:2][C:3]1[CH:4]=[C:5]2[C:10](=[CH:11][CH:12]=1)[NH:9][C:8](=O)[C:7]([C:14]([F:17])([F:16])[F:15])=[CH:6]2.O=P(Cl)(Cl)[Cl:20]. No catalyst specified. The product is [Cl:20][C:8]1[C:7]([C:14]([F:17])([F:16])[F:15])=[CH:6][C:5]2[C:10](=[CH:11][CH:12]=[C:3]([O:2][CH3:1])[CH:4]=2)[N:9]=1. The yield is 0.940. (5) The reactants are Cl[C:2]1[CH:3]=[C:4]([NH:10][C:11]2[CH:16]=[CH:15][C:14]([O:17][C:18]([CH3:27])([CH3:26])[CH2:19][N:20]3[CH2:23][C:22]([F:25])([F:24])[CH2:21]3)=[CH:13][N:12]=2)[C:5](=[O:9])[N:6]([CH3:8])[N:7]=1.[C:28]([C:32]1[CH:33]=[C:34]2[C:39](=[CH:40][CH:41]=1)[C:38](=[O:42])[N:37]([C:43]1[CH:53]=[CH:52][CH:51]=[C:50](B3OC(C)(C)C(C)(C)O3)[C:44]=1[CH2:45][O:46]C(=O)C)[N:36]=[CH:35]2)([CH3:31])([CH3:30])[CH3:29].[O-]P([O-])([O-])=O.[K+].[K+].[K+].CC(C1C=C(C(C)C)C(C2C=CC=CC=2P(C2CCCCC2)C2CCCCC2)=C(C(C)C)C=1)C. The catalyst is C1C=CC(/C=C/C(/C=C/C2C=CC=CC=2)=O)=CC=1.C1C=CC(/C=C/C(/C=C/C2C=CC=CC=2)=O)=CC=1.[Pd].O.C(O)CCC. The product is [C:28]([C:32]1[CH:33]=[C:34]2[C:39](=[CH:40][CH:41]=1)[C:38](=[O:42])[N:37]([C:43]1[CH:53]=[CH:52][CH:51]=[C:50]([C:2]3[CH:3]=[C:4]([NH:10][C:11]4[CH:16]=[CH:15][C:14]([O:17][C:18]([CH3:27])([CH3:26])[CH2:19][N:20]5[CH2:23][C:22]([F:25])([F:24])[CH2:21]5)=[CH:13][N:12]=4)[C:5](=[O:9])[N:6]([CH3:8])[N:7]=3)[C:44]=1[CH2:45][OH:46])[N:36]=[CH:35]2)([CH3:31])([CH3:29])[CH3:30]. The yield is 0.650. (6) The reactants are C(OC(=O)[NH:10][CH2:11][C@H:12]1[CH2:17][CH2:16][C@@H:15]([NH:18][C:19]2[N:24]=[C:23]([N:25]([CH3:27])[CH3:26])[C:22]([CH3:28])=[CH:21][N:20]=2)[CH2:14][CH2:13]1)C1C=CC=CC=1. The catalyst is CCO.[Pd]. The product is [CH3:27][N:25]([CH3:26])[C:23]1[C:22]([CH3:28])=[CH:21][N:20]=[C:19]([NH:18][C@@H:15]2[CH2:16][CH2:17][C@H:12]([CH2:11][NH2:10])[CH2:13][CH2:14]2)[N:24]=1. The yield is 0.750.